Dataset: Forward reaction prediction with 1.9M reactions from USPTO patents (1976-2016). Task: Predict the product of the given reaction. (1) The product is: [CH3:26][N:27]([CH2:24][CH2:23][C:22]([OH:21])=[O:25])[C:28]1[CH:33]=[CH:32][CH:31]=[CH:30][CH:29]=1.[CH3:26][N:27]([CH2:3][CH2:2][C:1]([OH:5])=[O:4])[C:28]1[CH:33]=[CH:32][CH:31]=[CH:30][CH:29]=1.[CH3:26][N:27]([CH2:24][CH2:23][C:22]([OH:21])=[O:25])[C:28]1[CH:33]=[CH:32][CH:31]=[CH:30][CH:29]=1.[CH3:26][N:27]([CH2:24][CH2:23][C:22]([OH:21])=[O:25])[C:28]1[CH:33]=[CH:32][CH:31]=[CH:30][CH:29]=1.[OH:5][CH2:6][C:7]([CH2:20][OH:21])([CH2:14][OH:15])[CH2:8][OH:9]. Given the reactants [C:1]([O:5][CH2:6][C:7]([CH2:20][O:21][C:22](=[O:25])[CH:23]=[CH2:24])([CH2:14][O:15]C(=O)C=C)[CH2:8][O:9]C(=O)C=C)(=[O:4])[CH:2]=[CH2:3].[CH3:26][NH:27][C:28]1[CH:33]=[CH:32][CH:31]=[CH:30][CH:29]=1, predict the reaction product. (2) Given the reactants [NH2:1][C:2]1[C:7]2=[C:8]([C:23]3[CH:28]=[CH:27][C:26]([NH:29][C:30]([NH:32][C:33]4[CH:38]=[C:37]([C:39]([F:42])([F:41])[F:40])[CH:36]=[CH:35][C:34]=4[F:43])=[O:31])=[C:25]([F:44])[CH:24]=3)[CH:9]=[C:10]([CH2:11][CH2:12][CH2:13][CH2:14][O:15][Si](C(C)(C)C)(C)C)[N:6]2[N:5]=[CH:4][N:3]=1.Cl, predict the reaction product. The product is: [NH2:1][C:2]1[C:7]2=[C:8]([C:23]3[CH:28]=[CH:27][C:26]([NH:29][C:30]([NH:32][C:33]4[CH:38]=[C:37]([C:39]([F:40])([F:41])[F:42])[CH:36]=[CH:35][C:34]=4[F:43])=[O:31])=[C:25]([F:44])[CH:24]=3)[CH:9]=[C:10]([CH2:11][CH2:12][CH2:13][CH2:14][OH:15])[N:6]2[N:5]=[CH:4][N:3]=1. (3) Given the reactants O.[O:2]=[C:3]([CH2:5][N:6]([C:8](=[NH:10])[NH2:9])[CH3:7])[OH:4].[C:11]([OH:21])(=[O:20])[C:12]1[NH:19][C:17](=[O:18])[NH:16][C:14](=[O:15])[CH:13]=1, predict the reaction product. The product is: [C:11]([OH:21])(=[O:20])[C:12]1[NH:19][C:17](=[O:18])[NH:16][C:14](=[O:15])[CH:13]=1.[O:2]=[C:3]([CH2:5][N:6]([C:8](=[NH:9])[NH2:10])[CH3:7])[OH:4].[O:2]=[C:3]([CH2:5][N:6]([C:8](=[NH:9])[NH2:10])[CH3:7])[OH:4]. (4) Given the reactants Br[C:2]1[CH:7]=[CH:6][CH:5]=[CH:4][N:3]=1.[Li]CCCC.[F:13][C:14]([F:28])([F:27])[C:15]1[N:20]=[CH:19][C:18]([C:21]2([CH:25]=[O:26])[CH2:24][CH2:23][CH2:22]2)=[CH:17][CH:16]=1.CCOC(C)=O, predict the reaction product. The product is: [N:3]1[CH:4]=[CH:5][CH:6]=[CH:7][C:2]=1[CH:25]([C:21]1([C:18]2[CH:19]=[N:20][C:15]([C:14]([F:28])([F:13])[F:27])=[CH:16][CH:17]=2)[CH2:24][CH2:23][CH2:22]1)[OH:26]. (5) Given the reactants [CH:1]12[CH2:9][CH2:8][CH:5]([CH2:6][CH2:7]1)[CH2:4][N:3]([C:10]([CH2:12][N:13]1[C:19]3[CH:20]=[CH:21][CH:22]=[CH:23][C:18]=3[C:17]([CH:24]([CH3:26])[CH3:25])=[N:16][CH:15]([NH:27]C(OCC3C=CC=CC=3)=O)[C:14]1=[O:38])=[O:11])[CH2:2]2.C([O-])=O, predict the reaction product. The product is: [NH2:27][CH:15]1[N:16]=[C:17]([CH:24]([CH3:25])[CH3:26])[C:18]2[CH:23]=[CH:22][CH:21]=[CH:20][C:19]=2[N:13]([CH2:12][C:10]([N:3]2[CH2:2][CH:1]3[CH2:7][CH2:6][CH:5]([CH2:8][CH2:9]3)[CH2:4]2)=[O:11])[C:14]1=[O:38]. (6) Given the reactants [F:1][C:2]1[CH:38]=[CH:37][C:5]([CH2:6][N:7]2[C:12](=[O:13])[CH:11]=[CH:10][C:9]([CH2:14][C:15]3[C:23]4[C:18](=[CH:19][CH:20]=[CH:21][CH:22]=4)[N:17]([CH2:24][C:25]([O:27]CC4C=CC(F)=CC=4)=[O:26])[C:16]=3[CH3:36])=[N:8]2)=[CH:4][CH:3]=1.[OH-].[Na+].Cl, predict the reaction product. The product is: [F:1][C:2]1[CH:3]=[CH:4][C:5]([CH2:6][N:7]2[C:12](=[O:13])[CH:11]=[CH:10][C:9]([CH2:14][C:15]3[C:23]4[C:18](=[CH:19][CH:20]=[CH:21][CH:22]=4)[N:17]([CH2:24][C:25]([OH:27])=[O:26])[C:16]=3[CH3:36])=[N:8]2)=[CH:37][CH:38]=1. (7) Given the reactants [CH2:1]1[O:11][C:10]2[CH:9]=[CH:8][C:5]([CH2:6][OH:7])=[CH:4][C:3]=2[O:2]1.[C:12]([N:19]1[CH:23]=[CH:22]N=[CH:20]1)(N1C=CN=C1)=[O:13].[CH3:24][N:25]([CH2:32][C:33]1[CH:34]=[N:35][C:36]([C:39]2[CH:44]=[CH:43][C:42]([S:45]([CH3:48])(=[O:47])=[O:46])=[CH:41][CH:40]=2)=[CH:37][CH:38]=1)[CH:26]1CCNC[CH2:27]1, predict the reaction product. The product is: [CH3:24][N:25]([CH2:32][C:33]1[CH:34]=[N:35][C:36]([C:39]2[CH:44]=[CH:43][C:42]([S:45]([CH3:48])(=[O:47])=[O:46])=[CH:41][CH:40]=2)=[CH:37][CH:38]=1)[CH:26]1[CH2:27][CH2:20][N:19]([C:12]([O:7][CH2:6][C:5]2[CH:8]=[CH:9][C:10]3[O:11][CH2:1][O:2][C:3]=3[CH:4]=2)=[O:13])[CH2:23][CH2:22]1. (8) The product is: [Cl:37][C:9]1[N:10]=[C:5]2[CH:4]=[C:3]([O:2][CH3:1])[N:17]=[CH:16][C:6]2=[N:7][C:8]=1[C:12]([F:15])([F:14])[F:13].[Cl:37][C:25]1[N:24]=[C:23]2[CH:33]=[N:34][C:20]([O:19][CH3:18])=[CH:21][C:22]2=[N:27][C:26]=1[C:28]([F:31])([F:30])[F:29]. Given the reactants [CH3:1][O:2][C:3]1[N:17]=[CH:16][C:6]2=[N:7][C:8]([C:12]([F:15])([F:14])[F:13])=[C:9](O)[N:10]=[C:5]2[CH:4]=1.[CH3:18][O:19][C:20]1[N:34]=[CH:33][C:23]2=[N:24][C:25](O)=[C:26]([C:28]([F:31])([F:30])[F:29])[N:27]=[C:22]2[CH:21]=1.O=P(Cl)(Cl)[Cl:37], predict the reaction product. (9) The product is: [CH3:69][N:65]1[CH:66]=[CH:67][N:68]=[C:64]1[CH2:63][N:62]([CH2:70][C:71]1[N:72]([CH3:76])[CH:73]=[CH:74][N:75]=1)[CH2:61][CH2:60][CH2:59][CH2:58][C@@H:54]([C:55]([OH:57])=[O:56])[NH:53][C:20](=[O:21])[CH2:19][CH2:18][CH2:17][CH2:16][CH2:15][CH2:14][C:13](=[O:30])[NH:12][CH2:11][CH2:10][CH2:9][CH2:8][C@@H:7]([C:6]([O:5][C:1]([CH3:4])([CH3:3])[CH3:2])=[O:52])[NH:31][C:32](=[O:51])[NH:33][C@H:34]([C:35]([O:37][C:38]([CH3:39])([CH3:40])[CH3:41])=[O:36])[CH2:42][CH2:43][C:44](=[O:45])[O:46][C:47]([CH3:49])([CH3:50])[CH3:48]. Given the reactants [C:1]([O:5][C:6](=[O:52])[C@@H:7]([NH:31][C:32](=[O:51])[NH:33][C@@H:34]([CH2:42][CH2:43][C:44]([O:46][C:47]([CH3:50])([CH3:49])[CH3:48])=[O:45])[C:35]([O:37][C:38]([CH3:41])([CH3:40])[CH3:39])=[O:36])[CH2:8][CH2:9][CH2:10][CH2:11][NH:12][C:13](=[O:30])[CH2:14][CH2:15][CH2:16][CH2:17][CH2:18][CH2:19][C:20](ON1C(=O)CCC1=O)=[O:21])([CH3:4])([CH3:3])[CH3:2].[NH2:53][C@@H:54]([CH2:58][CH2:59][CH2:60][CH2:61][N:62]([CH2:70][C:71]1[N:72]([CH3:76])[CH:73]=[CH:74][N:75]=1)[CH2:63][C:64]1[N:65]([CH3:69])[CH:66]=[CH:67][N:68]=1)[C:55]([OH:57])=[O:56].CCN(C(C)C)C(C)C, predict the reaction product. (10) Given the reactants ClC1C=C(C=CC=1)C(OO)=[O:6].[NH:12]1[CH:16]=[CH:15][C:14]([NH:17][C:18]2[N:22]([C:23]3[CH:28]=[C:27]([S:29][CH3:30])[N:26]=[C:25]([CH3:31])[N:24]=3)[N:21]=[C:20]([C:32]([O:34][CH2:35][CH3:36])=[O:33])[CH:19]=2)=[N:13]1.[O-]S([O-])(=S)=O.[Na+].[Na+].C([O-])(O)=O.[Na+], predict the reaction product. The product is: [NH:12]1[CH:16]=[CH:15][C:14]([NH:17][C:18]2[N:22]([C:23]3[CH:28]=[C:27]([S:29]([CH3:30])=[O:6])[N:26]=[C:25]([CH3:31])[N:24]=3)[N:21]=[C:20]([C:32]([O:34][CH2:35][CH3:36])=[O:33])[CH:19]=2)=[N:13]1.